Task: Predict which catalyst facilitates the given reaction.. Dataset: Catalyst prediction with 721,799 reactions and 888 catalyst types from USPTO (1) Reactant: Cl[CH2:2][C:3]([N:5]1[C:13]2[C:8](=[CH:9][C:10]([N:14]([CH2:26][P:27](=[O:34])([O:31][CH2:32][CH3:33])[O:28][CH2:29][CH3:30])[S:15]([C:18]3[CH:23]=[C:22]([Cl:24])[CH:21]=[C:20]([Cl:25])[CH:19]=3)(=[O:17])=[O:16])=[CH:11][CH:12]=2)[CH:7]=[CH:6]1)=[O:4].C(=O)([O-])[O-].[K+].[K+].[NH:41]1[CH2:46][CH2:45][O:44][CH2:43][CH2:42]1.C(OCC)(=O)C. Product: [CH2:32]([O:31][P:27]([CH2:26][N:14]([S:15]([C:18]1[CH:19]=[C:20]([Cl:25])[CH:21]=[C:22]([Cl:24])[CH:23]=1)(=[O:17])=[O:16])[C:10]1[CH:9]=[C:8]2[C:13](=[CH:12][CH:11]=1)[N:5]([C:3](=[O:4])[CH2:2][N:41]1[CH2:46][CH2:45][O:44][CH2:43][CH2:42]1)[CH:6]=[CH:7]2)(=[O:34])[O:28][CH2:29][CH3:30])[CH3:33]. The catalyst class is: 35. (2) Reactant: C(O)(C(F)(F)F)=O.C(OC([NH:15][CH2:16][C:17]1([CH2:23][N:24]2[C:32]3[C:27](=[CH:28][CH:29]=[C:30]([C:33]([O:35][CH2:36][CH3:37])=[O:34])[CH:31]=3)[CH:26]=[C:25]2[C:38]([O:40][CH2:41][CH3:42])=[O:39])[CH2:22][CH2:21][O:20][CH2:19][CH2:18]1)=O)(C)(C)C. Product: [NH2:15][CH2:16][C:17]1([CH2:23][N:24]2[C:32]3[C:27](=[CH:28][CH:29]=[C:30]([C:33]([O:35][CH2:36][CH3:37])=[O:34])[CH:31]=3)[CH:26]=[C:25]2[C:38]([O:40][CH2:41][CH3:42])=[O:39])[CH2:18][CH2:19][O:20][CH2:21][CH2:22]1. The catalyst class is: 2. (3) Reactant: O1[C:5]2([CH2:10][CH2:9][N:8]([C:11]([O:13][CH:14]([CH3:16])[CH3:15])=[O:12])[CH2:7][CH2:6]2)[O:4]CC1.Cl. Product: [CH:14]([O:13][C:11]([N:8]1[CH2:7][CH2:6][C:5](=[O:4])[CH2:10][CH2:9]1)=[O:12])([CH3:16])[CH3:15]. The catalyst class is: 74. (4) Reactant: [OH:1][CH2:2][CH2:3][CH2:4][S:5][C:6]1[C:14]2[C:13](=[O:15])[N:12]([CH3:16])[C:11](=[O:17])[N:10]([CH2:18][CH:19]([CH3:21])[CH3:20])[C:9]=2[S:8][C:7]=1[CH2:22][C:23]1[C:32]2[C:27](=[CH:28][CH:29]=[CH:30][CH:31]=2)[CH:26]=[CH:25][CH:24]=1.C(N(CC)CC)C.[CH3:40][S:41](Cl)(=[O:43])=[O:42].C(=O)(O)[O-].[Na+]. Product: [CH3:40][S:41]([O:1][CH2:2][CH2:3][CH2:4][S:5][C:6]1[C:14]2[C:13](=[O:15])[N:12]([CH3:16])[C:11](=[O:17])[N:10]([CH2:18][CH:19]([CH3:20])[CH3:21])[C:9]=2[S:8][C:7]=1[CH2:22][C:23]1[C:32]2[C:27](=[CH:28][CH:29]=[CH:30][CH:31]=2)[CH:26]=[CH:25][CH:24]=1)(=[O:43])=[O:42]. The catalyst class is: 4. (5) Reactant: [C:1]([O:5][C:6]([NH:8][CH2:9][CH2:10][O:11][C:12]1[CH:17]=[CH:16][C:15]([CH2:18][CH:19](O)[C:20]([O:22][CH3:23])=[O:21])=[CH:14][CH:13]=1)=[O:7])([CH3:4])([CH3:3])[CH3:2].[CH3:25][C:26]1[CH:31]=[CH:30][C:29]([SH:32])=[CH:28][CH:27]=1.C1(P(C2C=CC=CC=2)C2C=CC=CC=2)C=CC=CC=1.CCOC(/N=N/C(OCC)=O)=O. Product: [C:1]([O:5][C:6]([NH:8][CH2:9][CH2:10][O:11][C:12]1[CH:17]=[CH:16][C:15]([CH2:18][CH:19]([S:32][C:29]2[CH:30]=[CH:31][C:26]([CH3:25])=[CH:27][CH:28]=2)[C:20]([O:22][CH3:23])=[O:21])=[CH:14][CH:13]=1)=[O:7])([CH3:4])([CH3:3])[CH3:2]. The catalyst class is: 11. (6) Reactant: [Cl:1][C:2]1[CH:14]=[CH:13][C:5]2[NH:6][C:7]([CH2:9][C:10]([OH:12])=O)=[N:8][C:4]=2[CH:3]=1.Cl.Cl.[F:17][C:18]([F:31])([F:30])[CH2:19][O:20][C:21]1[CH:22]=[CH:23][C:24]([C@H:27]([NH2:29])[CH3:28])=[N:25][CH:26]=1.C(Cl)CCl.ON1C2N=CC=CC=2N=N1.C(N(CC)C(C)C)(C)C. Product: [Cl:1][C:2]1[CH:14]=[CH:13][C:5]2[NH:6][C:7]([CH2:9][C:10]([NH:29][C@@H:27]([C:24]3[CH:23]=[CH:22][C:21]([O:20][CH2:19][C:18]([F:31])([F:17])[F:30])=[CH:26][N:25]=3)[CH3:28])=[O:12])=[N:8][C:4]=2[CH:3]=1. The catalyst class is: 3. (7) Reactant: [C:1]([NH:4][C:5]1[CH:10]=[CH:9][C:8]([C:11](=[O:13])[CH3:12])=[CH:7][CH:6]=1)(=[O:3])[CH3:2].[Br:14]Br. Product: [C:1]([NH:4][C:5]1[CH:10]=[CH:9][C:8]([C:11](=[O:13])[CH2:12][Br:14])=[CH:7][CH:6]=1)(=[O:3])[CH3:2]. The catalyst class is: 15.